Dataset: Forward reaction prediction with 1.9M reactions from USPTO patents (1976-2016). Task: Predict the product of the given reaction. Given the reactants [CH2:1]([O:8][C:9]1[CH:10]=[C:11](/[CH:15]=[CH:16]/[C:17](O)=[O:18])[CH:12]=[CH:13][CH:14]=1)[C:2]1[CH:7]=[CH:6][CH:5]=[CH:4][CH:3]=1.C(N(CC)CC)C.ClC(OCC)=O.[BH4-].[Li+].[OH-].[Na+], predict the reaction product. The product is: [CH2:1]([O:8][C:9]1[CH:10]=[C:11](/[CH:15]=[CH:16]/[CH2:17][OH:18])[CH:12]=[CH:13][CH:14]=1)[C:2]1[CH:3]=[CH:4][CH:5]=[CH:6][CH:7]=1.